From a dataset of Full USPTO retrosynthesis dataset with 1.9M reactions from patents (1976-2016). Predict the reactants needed to synthesize the given product. (1) Given the product [CH3:38][O:37][C:25]1[CH:26]=[C:27]([CH2:30][CH2:31][C:32]([OH:34])=[O:33])[CH:28]=[CH:29][C:24]=1[O:12][CH2:11][CH2:10][CH2:9][C:8]1[C:4]([CH2:1][CH2:2][CH3:3])=[N:5][N:6]([C:13]2[CH:18]=[CH:17][C:16]([C:19]([F:21])([F:20])[F:22])=[CH:15][N:14]=2)[CH:7]=1, predict the reactants needed to synthesize it. The reactants are: [CH2:1]([C:4]1[C:8]([CH2:9][CH2:10][CH2:11][OH:12])=[CH:7][N:6]([C:13]2[CH:18]=[CH:17][C:16]([C:19]([F:22])([F:21])[F:20])=[CH:15][N:14]=2)[N:5]=1)[CH2:2][CH3:3].O[C:24]1[CH:29]=[CH:28][C:27]([CH2:30][CH2:31][C:32]([O:34]CC)=[O:33])=[CH:26][C:25]=1[O:37][CH3:38].C(P(CCCC)CCCC)CCC.N(C(N1CCCCC1)=O)=NC(N1CCCCC1)=O. (2) Given the product [CH2:14]1[C:15]2([O:9][CH2:7][C:2]3([CH2:3][CH2:4][CH2:5][CH2:6]3)[NH:1]2)[CH2:16][CH2:12]1, predict the reactants needed to synthesize it. The reactants are: [NH2:1][C:2]1([C:7]([OH:9])=O)[CH2:6][CH2:5][CH2:4][CH2:3]1.OC[C:12]1(N)[CH2:16][CH2:15][CH2:14]C1.OCCN.C1(=O)CCC1. (3) The reactants are: C[O-].[Na+].CN(C)/[CH:6]=[C:7](/[C:15]1[CH:20]=[CH:19][N:18]=[C:17]([S:21][CH3:22])[N:16]=1)\[C:8]([C:10]1[O:11][CH:12]=[CH:13][CH:14]=1)=O.[C:24]([CH2:26][C:27]([NH2:29])=[O:28])#[N:25]. Given the product [O:11]1[CH:12]=[CH:13][CH:14]=[C:10]1[C:8]1[NH:29][C:27](=[O:28])[C:26]([C:24]#[N:25])=[CH:6][C:7]=1[C:15]1[CH:20]=[CH:19][N:18]=[C:17]([S:21][CH3:22])[N:16]=1, predict the reactants needed to synthesize it. (4) Given the product [Br:1][C:2]1[N:3]=[CH:4][N:5]([CH:10]([CH3:12])[CH3:11])[CH:6]=1, predict the reactants needed to synthesize it. The reactants are: [Br:1][C:2]1[N:3]=[CH:4][NH:5][CH:6]=1.[H-].[Na+].Br[CH:10]([CH3:12])[CH3:11]. (5) The reactants are: Br[C:2]1[CH:23]=[CH:22][C:5]([CH2:6][NH:7][C:8]([C:10]2[CH:15]=[CH:14][C:13]([C:16]3[CH:21]=[CH:20][CH:19]=[CH:18][CH:17]=3)=[CH:12][CH:11]=2)=[O:9])=[CH:4][CH:3]=1.[CH3:24][C:25]1[N:26]=[CH:27][NH:28][CH:29]=1.N1C=CC=CC=1C(=O)CC(C1C=CC=CN=1)=O.C([O-])([O-])=O.[Cs+].[Cs+]. Given the product [CH3:24][C:25]1[N:26]=[CH:27][N:28]([C:2]2[CH:23]=[CH:22][C:5]([CH2:6][NH:7][C:8]([C:10]3[CH:15]=[CH:14][C:13]([C:16]4[CH:21]=[CH:20][CH:19]=[CH:18][CH:17]=4)=[CH:12][CH:11]=3)=[O:9])=[CH:4][CH:3]=2)[CH:29]=1, predict the reactants needed to synthesize it. (6) Given the product [I:34][C:11]1[CH:10]=[C:9]([N:12]2[CH2:13][CH2:14][N:15]([CH3:18])[CH2:16][CH2:17]2)[N:8]=[CH:7][C:6]=1[NH:5][C:3](=[O:4])[C:2]([CH3:20])([CH3:19])[CH3:1], predict the reactants needed to synthesize it. The reactants are: [CH3:1][C:2]([CH3:20])([CH3:19])[C:3]([NH:5][C:6]1[CH:7]=[N:8][C:9]([N:12]2[CH2:17][CH2:16][N:15]([CH3:18])[CH2:14][CH2:13]2)=[CH:10][CH:11]=1)=[O:4].CN(C)CCN(C)C.C([Li])CCC.[I:34]I.C(=O)=O.O.O.O.O.O.S([O-])([O-])(=O)=S.[Na+].[Na+]. (7) Given the product [Cl:24][C:25]1[CH:30]=[C:29]([Cl:31])[CH:28]=[CH:27][C:26]=1[C:2]1[CH:3]=[C:4]2[C:8]3=[C:9]([CH2:11][CH2:12][N:7]3[C@@H:6]3[CH2:13][CH2:14][N:15]([C:17]([O:19][C:20]([CH3:23])([CH3:22])[CH3:21])=[O:18])[CH2:16][C@H:5]23)[CH:10]=1, predict the reactants needed to synthesize it. The reactants are: Br[C:2]1[CH:3]=[C:4]2[C:8]3=[C:9]([CH2:11][CH2:12][N:7]3[C@@H:6]3[CH2:13][CH2:14][N:15]([C:17]([O:19][C:20]([CH3:23])([CH3:22])[CH3:21])=[O:18])[CH2:16][C@H:5]23)[CH:10]=1.[Cl:24][C:25]1[CH:30]=[C:29]([Cl:31])[CH:28]=[CH:27][C:26]=1B(O)O.N. (8) Given the product [CH2:12]([O:11][C:4]1[N:3]=[C:2]([F:25])[NH:7][C:6]2=[C:8]([Br:33])[CH:9]=[N:10][C:5]=12)[C:13]1[CH:18]=[CH:17][CH:16]=[CH:15][CH:14]=1, predict the reactants needed to synthesize it. The reactants are: N[C:2]1[NH:7][C:6]2=[CH:8][CH:9]=[N:10][C:5]2=[C:4]([O:11][CH2:12][C:13]2[CH:18]=[CH:17][CH:16]=[CH:15][CH:14]=2)[N:3]=1.N1C=CC=CC=1.[FH:25].N(OC(C)(C)C)=O.[Br:33]N1C(=O)CCC1=O.